This data is from Forward reaction prediction with 1.9M reactions from USPTO patents (1976-2016). The task is: Predict the product of the given reaction. (1) Given the reactants S(Cl)(Cl)=O.[CH:5]1[C:10]([C@@H:11]([NH2:15])[C:12]([OH:14])=[O:13])=[CH:9][CH:8]=[C:7]([OH:16])[CH:6]=1.[CH3:17]O, predict the reaction product. The product is: [CH3:17][O:13][C:12](=[O:14])[CH:11]([NH2:15])[C:10]1[CH:9]=[CH:8][C:7]([OH:16])=[CH:6][CH:5]=1. (2) Given the reactants [CH3:1][O:2][C:3](=[O:29])[CH:4]=[C:5](C)[CH2:6][CH:7]([C:9]1[N:10]([CH:25]([CH3:27])[CH3:26])[C:11]2[C:16]([C:17]=1[C:18]1[CH:23]=[CH:22][C:21]([F:24])=[CH:20][CH:19]=1)=[CH:15][CH:14]=[CH:13][CH:12]=2)C.C(N(CC)CC)C.[OH-:37].[NH4+].[Cl-].[Na+], predict the reaction product. The product is: [CH3:1][O:2][C:3](=[O:29])[CH2:4][C:5](=[O:37])/[CH:6]=[CH:7]/[C:9]1[N:10]([CH:25]([CH3:26])[CH3:27])[C:11]2[C:16]([C:17]=1[C:18]1[CH:23]=[CH:22][C:21]([F:24])=[CH:20][CH:19]=1)=[CH:15][CH:14]=[CH:13][CH:12]=2. (3) The product is: [S:1]1[C:5]2[CH:6]=[CH:7][CH:8]=[CH:9][C:4]=2[N:3]=[C:2]1[S:10][CH2:11][C:12]([N:24]1[C:25]2[C:20](=[CH:19][CH:18]=[CH:17][C:16]=2[CH3:15])[CH2:21][CH2:22][CH2:23]1)=[O:14]. Given the reactants [S:1]1[C:5]2[CH:6]=[CH:7][CH:8]=[CH:9][C:4]=2[N:3]=[C:2]1[S:10][CH2:11][C:12]([OH:14])=O.[CH3:15][C:16]1[CH:17]=[CH:18][CH:19]=[C:20]2[C:25]=1[NH:24][CH2:23][CH2:22][CH2:21]2, predict the reaction product. (4) Given the reactants [ClH:1].Cl.[N+:3]([C:6]1[CH:18]=[CH:17][C:9]([CH2:10][N:11]2[CH2:16][CH2:15][NH:14][CH2:13][CH2:12]2)=[CH:8][CH:7]=1)([O-:5])=[O:4].[Cl:19][CH2:20][C:21]([C:23]1[CH:28]=[CH:27][CH:26]=[CH:25][CH:24]=1)=[O:22].C([O-])([O-])=O.[K+].[K+], predict the reaction product. The product is: [ClH:19].[ClH:1].[N+:3]([C:6]1[CH:18]=[CH:17][C:9]([CH2:10][N:11]2[CH2:16][CH2:15][N:14]([CH2:20][C:21]([C:23]3[CH:28]=[CH:27][CH:26]=[CH:25][CH:24]=3)=[O:22])[CH2:13][CH2:12]2)=[CH:8][CH:7]=1)([O-:5])=[O:4]. (5) Given the reactants [Cl:1][C:2]1[CH:7]=[C:6]([Cl:8])[CH:5]=[C:4]([Cl:9])[C:3]=1[C:10]1[C:18]2[O:17][CH:16]([CH2:19][NH2:20])[CH2:15][C:14]=2[CH:13]=[CH:12][CH:11]=1.C(N(C(C)C)CC)(C)C.Cl[C:31]([O:33][CH2:34][C:35]1[CH:40]=[CH:39][CH:38]=[CH:37][CH:36]=1)=[O:32], predict the reaction product. The product is: [Cl:1][C:2]1[CH:7]=[C:6]([Cl:8])[CH:5]=[C:4]([Cl:9])[C:3]=1[C:10]1[C:18]2[O:17][CH:16]([CH2:19][NH:20][C:31](=[O:32])[O:33][CH2:34][C:35]3[CH:40]=[CH:39][CH:38]=[CH:37][CH:36]=3)[CH2:15][C:14]=2[CH:13]=[CH:12][CH:11]=1. (6) The product is: [C:1]([C:3]([C:6]1[CH:7]=[C:8]([CH:34]=[CH:35][CH:36]=1)[C:9]([NH:11][C:12]1[CH:17]=[CH:16][C:15]([CH3:18])=[C:14]([NH:19][C:37]([C:40]2[CH:41]=[N:42][CH:43]=[C:44]([CH:48]=2)[C:45]([OH:47])=[O:46])=[O:39])[CH:13]=1)=[O:10])([CH3:5])[CH3:4])#[N:2]. Given the reactants [C:1]([C:3]([C:6]1[CH:7]=[C:8]([CH:34]=[CH:35][CH:36]=1)[C:9]([NH:11][C:12]1[CH:17]=[CH:16][C:15]([CH3:18])=[C:14]([NH:19]C(C2N=C(N3CCOCC3)N=CC=2)=O)[CH:13]=1)=[O:10])([CH3:5])[CH3:4])#[N:2].[C:37]([C:40]1[CH:41]=[N:42][CH:43]=[C:44]([CH:48]=1)[C:45]([OH:47])=[O:46])([OH:39])=O.CN(C(ON1N=NC2C=CC=NC1=2)=[N+](C)C)C.F[P-](F)(F)(F)(F)F.CCN(C(C)C)C(C)C, predict the reaction product. (7) The product is: [CH2:37]([O:36][CH2:35][C:20]1[CH:21]=[C:22]([Cl:34])[C:23]([CH2:25][C:26]2[CH:31]=[CH:30][C:29]([CH2:32][CH3:33])=[CH:28][CH:27]=2)=[CH:24][C:19]=1[C@H:8]1[C@H:9]([OH:15])[C@@H:10]([OH:11])[C@H:5]([OH:4])[C@@H:6]([CH2:40][OH:41])[O:7]1)[CH:38]=[CH2:39]. Given the reactants C([O:4][C@H:5]1[C@H:10]([O:11]C(=O)C)[C@@H:9]([O:15]C(=O)C)[C@H:8]([C:19]2[CH:24]=[C:23]([CH2:25][C:26]3[CH:31]=[CH:30][C:29]([CH2:32][CH3:33])=[CH:28][CH:27]=3)[C:22]([Cl:34])=[CH:21][C:20]=2[CH2:35][O:36][CH2:37][CH:38]=[CH2:39])[O:7][C@@H:6]1[CH2:40][O:41]C(=O)C)(=O)C.O[Li].O, predict the reaction product. (8) Given the reactants [Br:1][C:2]1[CH:3]=[C:4]([CH2:9][S:10]([C:13]2[CH:18]=[CH:17][CH:16]=[CH:15][CH:14]=2)(=[O:12])=[O:11])[C:5]([Cl:8])=[N:6][CH:7]=1.C[Si]([N-][Si](C)(C)C)(C)C.[Na+].[F:29]N(S(C1C=CC=CC=1)(=O)=O)S(C1C=CC=CC=1)(=O)=O, predict the reaction product. The product is: [Br:1][C:2]1[CH:3]=[C:4]([CH:9]([F:29])[S:10]([C:13]2[CH:14]=[CH:15][CH:16]=[CH:17][CH:18]=2)(=[O:12])=[O:11])[C:5]([Cl:8])=[N:6][CH:7]=1.